Dataset: Full USPTO retrosynthesis dataset with 1.9M reactions from patents (1976-2016). Task: Predict the reactants needed to synthesize the given product. Given the product [C:19]([Si:16]([CH3:18])([CH3:17])[O:10][C:7]1[CH:8]=[CH:9][C:4]([C:2](=[O:3])[CH3:1])=[CH:5][CH:6]=1)([CH3:22])([CH3:21])[CH3:20], predict the reactants needed to synthesize it. The reactants are: [CH3:1][C:2]([C:4]1[CH:5]=[CH:6][C:7]([OH:10])=[CH:8][CH:9]=1)=[O:3].N1C=CN=C1.[Si:16](Cl)([C:19]([CH3:22])([CH3:21])[CH3:20])([CH3:18])[CH3:17].